Dataset: Reaction yield outcomes from USPTO patents with 853,638 reactions. Task: Predict the reaction yield, written as a fraction of the theoretical maximum amount of product (1.0 means a 100% yield; for example, 0.34 means a 34% yield). (1) The reactants are [CH3:1][O:2][C:3](=[O:12])[C:4]1[C:9](Cl)=[CH:8][C:7]([CH3:11])=[N:6][CH:5]=1.[Br:13][C:14]1[C:19]([Cl:20])=[CH:18][C:17]([OH:21])=[C:16]([Cl:22])[CH:15]=1.C(=O)([O-])[O-].[Cs+].[Cs+].C(OCC)(=O)C. The catalyst is CC1C=CC=CC=1C.O. The product is [CH3:1][O:2][C:3](=[O:12])[C:4]1[C:9]([O:21][C:17]2[CH:18]=[C:19]([Cl:20])[C:14]([Br:13])=[CH:15][C:16]=2[Cl:22])=[CH:8][C:7]([CH3:11])=[N:6][CH:5]=1. The yield is 0.0800. (2) The reactants are [Cl:1][C:2]1[N:7]=[C:6]([Cl:8])[N:5]=[C:4]([C:9]2[CH:14]=[C:13]([Cl:15])[CH:12]=[CH:11][C:10]=2C)[N:3]=1.[Cl:17]C1C=CC(Cl)=CC=1C(O)=O. No catalyst specified. The product is [Cl:1][C:2]1[N:7]=[C:6]([Cl:8])[N:5]=[C:4]([C:9]2[CH:14]=[C:13]([Cl:15])[CH:12]=[CH:11][C:10]=2[Cl:17])[N:3]=1. The yield is 0.140. (3) The reactants are [F:1][C:2]1[CH:7]=[CH:6][C:5]([C:8](=[O:10])[CH3:9])=[C:4]([OH:11])[CH:3]=1.[CH3:12][C:13]([CH3:15])=O.N1CCCC1. The catalyst is C1C=CC=CC=1. The product is [F:1][C:2]1[CH:3]=[C:4]2[C:5]([C:8](=[O:10])[CH2:9][C:13]([CH3:15])([CH3:12])[O:11]2)=[CH:6][CH:7]=1. The yield is 0.530. (4) The reactants are S(Cl)([Cl:4])(=O)=O.[CH3:6][NH:7][C:8]([N:10]1[C:14]([CH2:15][CH3:16])=[CH:13][C:12]([O:17][C:18]2[C:23]([Cl:24])=[CH:22][C:21]([C:25]([F:28])([F:27])[F:26])=[CH:20][N:19]=2)=[N:11]1)=[O:9]. The catalyst is C(O)(=O)C. The product is [CH3:6][NH:7][C:8]([N:10]1[C:14]([CH2:15][CH3:16])=[C:13]([Cl:4])[C:12]([O:17][C:18]2[C:23]([Cl:24])=[CH:22][C:21]([C:25]([F:26])([F:27])[F:28])=[CH:20][N:19]=2)=[N:11]1)=[O:9]. The yield is 0.809. (5) The reactants are [OH:1][C:2]1[CH:7]=[C:6]([C:8]#[N:9])[CH:5]=[CH:4][N:3]=1.C([O-])([O-])=O.[K+].[K+].[Na+].[I-].[Cl:18][C:19]1[CH:20]=[CH:21][C:22]2[S:26][C:25]([CH2:27]Cl)=[N:24][C:23]=2[CH:29]=1. The catalyst is CN(C=O)C.O. The product is [Cl:18][C:19]1[CH:20]=[CH:21][C:22]2[S:26][C:25]([CH2:27][O:1][C:2]3[CH:7]=[C:6]([CH:5]=[CH:4][N:3]=3)[C:8]#[N:9])=[N:24][C:23]=2[CH:29]=1. The yield is 0.0750. (6) The reactants are [Cl:1][C:2]1[CH:7]=[CH:6][C:5]([C:8](=[O:20])[CH2:9][S:10]([C:13]2[CH:14]=[CH:15][C:16](=[O:19])[NH:17][N:18]=2)(=[O:12])=[O:11])=[CH:4][CH:3]=1.[BH4-].[Na+]. The catalyst is CO. The product is [Cl:1][C:2]1[CH:7]=[CH:6][C:5]([CH:8]([OH:20])[CH2:9][S:10]([C:13]2[CH:14]=[CH:15][C:16](=[O:19])[NH:17][N:18]=2)(=[O:12])=[O:11])=[CH:4][CH:3]=1. The yield is 0.690.